Dataset: Full USPTO retrosynthesis dataset with 1.9M reactions from patents (1976-2016). Task: Predict the reactants needed to synthesize the given product. (1) The reactants are: [CH2:1]([O:7][C:8]1[CH:9]=[C:10]([CH:22]=[CH:23][C:24]([OH:26])=O)[CH:11]=[C:12]([O:15][CH2:16][CH2:17][CH2:18][CH2:19][CH2:20][CH3:21])[C:13]=1[OH:14])[CH2:2][CH2:3][CH2:4][CH2:5][CH3:6].[NH2:27][C:28]1[CH:33]=[CH:32][CH:31]=[CH:30][C:29]=1[OH:34].F[P-](F)(F)(F)(F)F.N1(O[P+](N(C)C)(N(C)C)N(C)C)C2C=CC=CC=2N=N1. Given the product [CH2:16]([O:15][C:12]1[CH:11]=[C:10]([CH:22]=[CH:23][C:24]([NH:27][C:28]2[CH:33]=[CH:32][CH:31]=[CH:30][C:29]=2[OH:34])=[O:26])[CH:9]=[C:8]([O:7][CH2:1][CH2:2][CH2:3][CH2:4][CH2:5][CH3:6])[C:13]=1[OH:14])[CH2:17][CH2:18][CH2:19][CH2:20][CH3:21], predict the reactants needed to synthesize it. (2) Given the product [Li+:25].[Br:15][C:9]1[CH:10]=[N:11][C:12]2[C:7]([CH:8]=1)=[CH:6][C:5]([C:3]([O-:4])=[O:2])=[CH:14][CH:13]=2, predict the reactants needed to synthesize it. The reactants are: C[O:2][C:3]([C:5]1[CH:6]=[C:7]2[C:12](=[CH:13][CH:14]=1)[N:11]=[CH:10][C:9]([Br:15])=[CH:8]2)=[O:4].O1CCCC1.CO.O.[OH-].[Li+:25]. (3) Given the product [C:1]12([CH2:2][CH2:3]1)[C:4]1[C:11](=[CH:10][C:7]([CH:8]=[O:9])=[CH:6][CH:5]=1)[CH2:21][CH2:13]2, predict the reactants needed to synthesize it. The reactants are: [CH:1]1([C:4]2[CH:11]=[CH:10][C:7]([CH:8]=[O:9])=[CH:6][CH:5]=2)[CH2:3][CH2:2]1.Br[C:13]1C=C2C(=C[CH:21]=1)C1(CC1)CC2.[Li]CCCC.CN(C=O)C. (4) Given the product [C:10]([C:2]1[N:4]=[C:5]([Cl:6])[N:7]=[C:8]([Cl:9])[N:1]=1)([CH3:13])([CH3:12])[CH3:11], predict the reactants needed to synthesize it. The reactants are: [N:1]1[C:8]([Cl:9])=[N:7][C:5]([Cl:6])=[N:4][C:2]=1Cl.[C:10]([Mg]Cl)([CH3:13])([CH3:12])[CH3:11].[NH4+].[Cl-]. (5) Given the product [Cl:25][C:13]1[N:12]=[CH:11][N:10]=[C:9]2[C:14]=1[N:15]=[C:7]([C:1]1[CH:6]=[CH:5][CH:4]=[CH:3][CH:2]=1)[N:8]2[C:17]1[CH:22]=[CH:21][CH:20]=[CH:19][CH:18]=1, predict the reactants needed to synthesize it. The reactants are: [C:1]1([C:7]2[N:8]([C:17]3[CH:22]=[CH:21][CH:20]=[CH:19][CH:18]=3)[C:9]3[N:10]=[CH:11][NH:12][C:13](=O)[C:14]=3[N:15]=2)[CH:6]=[CH:5][CH:4]=[CH:3][CH:2]=1.O=P(Cl)(Cl)[Cl:25].